From a dataset of Reaction yield outcomes from USPTO patents with 853,638 reactions. Predict the reaction yield, written as a fraction of the theoretical maximum amount of product (1.0 means a 100% yield; for example, 0.34 means a 34% yield). (1) The product is [CH3:1][O:2][C:3](=[O:19])[C:4]1[CH:9]=[C:8]([O:10][S:31]([C:30]([F:43])([F:42])[F:29])(=[O:33])=[O:32])[CH:7]=[C:6]([O:11][CH2:12][C:13]2[CH:18]=[CH:17][CH:16]=[CH:15][CH:14]=2)[CH:5]=1. The catalyst is C(Cl)Cl.C(OCC)C. The yield is 1.00. The reactants are [CH3:1][O:2][C:3](=[O:19])[C:4]1[CH:9]=[C:8]([OH:10])[CH:7]=[C:6]([O:11][CH2:12][C:13]2[CH:18]=[CH:17][CH:16]=[CH:15][CH:14]=2)[CH:5]=1.C(N(C(C)C)CC)(C)C.[F:29][C:30]([F:43])([F:42])[S:31](O[S:31]([C:30]([F:43])([F:42])[F:29])(=[O:33])=[O:32])(=[O:33])=[O:32]. (2) The reactants are [NH:1]1[C:9]2[C:4](=[CH:5][CH:6]=[CH:7][N:8]=2)[C:3]([C:10]([OH:12])=O)=[CH:2]1.C1C=NC2N(O)N=NC=2C=1.Cl.[CH3:24][NH:25][O:26][CH3:27].C(Cl)CCl.CCN(C(C)C)C(C)C.[Cl-].[NH4+]. The catalyst is O1CCOCC1. The product is [CH3:27][O:26][N:25]([CH3:24])[C:10]([C:3]1[C:4]2[C:9](=[N:8][CH:7]=[CH:6][CH:5]=2)[NH:1][CH:2]=1)=[O:12]. The yield is 0.860.